From a dataset of Forward reaction prediction with 1.9M reactions from USPTO patents (1976-2016). Predict the product of the given reaction. (1) Given the reactants CS(O[CH2:6][CH:7]([OH:23])[CH2:8][CH:9]1[C:18]2[CH:17]=[CH:16][S:15][C:14]=2[CH2:13][CH2:12][C:11]2[CH:19]=[CH:20][CH:21]=[CH:22][C:10]1=2)(=O)=O.[N-:24]=[N+:25]=[N-:26].[Na+], predict the reaction product. The product is: [N:24]([CH2:6][CH:7]([OH:23])[CH2:8][CH:9]1[C:18]2[CH:17]=[CH:16][S:15][C:14]=2[CH2:13][CH2:12][C:11]2[CH:19]=[CH:20][CH:21]=[CH:22][C:10]1=2)=[N+:25]=[N-:26]. (2) The product is: [Cl:1][C:2]1[C:3](=[O:31])[N:4]([CH2:19][C:20]2[CH:25]=[N:24][C:23]([CH2:26][OH:27])=[CH:22][N:21]=2)[C:5]([CH3:18])=[CH:6][C:7]=1[O:8][CH2:9][C:10]1[CH:15]=[CH:14][C:13]([F:16])=[CH:12][C:11]=1[F:17]. Given the reactants [Cl:1][C:2]1[C:3](=[O:31])[N:4]([CH2:19][C:20]2[N:21]=[CH:22][C:23]([C:26](OCC)=[O:27])=[N:24][CH:25]=2)[C:5]([CH3:18])=[CH:6][C:7]=1[O:8][CH2:9][C:10]1[CH:15]=[CH:14][C:13]([F:16])=[CH:12][C:11]=1[F:17].[BH4-].[Na+], predict the reaction product. (3) Given the reactants [F:1][C:2]1[C:7]([O:8][CH3:9])=[CH:6][C:5]([O:10][CH3:11])=[C:4]([F:12])[C:3]=1[N:13]1[CH2:18][C:17]2[CH:19]=[N:20][C:21]([C:23]3[C:24]([CH3:29])=[N:25][N:26]([CH3:28])[CH:27]=3)=[CH:22][C:16]=2[N:15]([C:30]2[CH:31]=[N:32][NH:33][CH:34]=2)[C:14]1=[O:35].[CH2:36](I)[CH3:37], predict the reaction product. The product is: [F:12][C:4]1[C:5]([O:10][CH3:11])=[CH:6][C:7]([O:8][CH3:9])=[C:2]([F:1])[C:3]=1[N:13]1[CH2:18][C:17]2[CH:19]=[N:20][C:21]([C:23]3[C:24]([CH3:29])=[N:25][N:26]([CH3:28])[CH:27]=3)=[CH:22][C:16]=2[N:15]([C:30]2[CH:31]=[N:32][N:33]([CH2:36][CH3:37])[CH:34]=2)[C:14]1=[O:35].